This data is from Peptide-MHC class I binding affinity with 185,985 pairs from IEDB/IMGT. The task is: Regression. Given a peptide amino acid sequence and an MHC pseudo amino acid sequence, predict their binding affinity value. This is MHC class I binding data. (1) The peptide sequence is PMSRLFMDEI. The MHC is HLA-A02:03 with pseudo-sequence HLA-A02:03. The binding affinity (normalized) is 0.391. (2) The peptide sequence is TEEIAVQNW. The MHC is HLA-B44:03 with pseudo-sequence HLA-B44:03. The binding affinity (normalized) is 0.667.